From a dataset of Peptide-MHC class I binding affinity with 185,985 pairs from IEDB/IMGT. Regression. Given a peptide amino acid sequence and an MHC pseudo amino acid sequence, predict their binding affinity value. This is MHC class I binding data. (1) The peptide sequence is KEEGIIPDW. The MHC is Mamu-B52 with pseudo-sequence Mamu-B52. The binding affinity (normalized) is 0.408. (2) The peptide sequence is LMTHTWHAK. The MHC is HLA-A80:01 with pseudo-sequence HLA-A80:01. The binding affinity (normalized) is 0.0847.